Dataset: Full USPTO retrosynthesis dataset with 1.9M reactions from patents (1976-2016). Task: Predict the reactants needed to synthesize the given product. (1) Given the product [ClH:39].[F:1][C:2]1[CH:3]=[CH:4][C:5]([CH2:6][O:7][C:8]2[CH:13]=[CH:12][N:11]([C:14]3[CH:15]=[CH:16][C:17]4[C:18]5[CH2:28][CH2:27][NH:26][CH2:25][CH2:24][C:19]=5[N:20]([CH3:23])[C:21]=4[CH:22]=3)[C:10](=[O:36])[CH:9]=2)=[CH:37][CH:38]=1, predict the reactants needed to synthesize it. The reactants are: [F:1][C:2]1[CH:38]=[CH:37][C:5]([CH2:6][O:7][C:8]2[CH:13]=[CH:12][N:11]([C:14]3[CH:15]=[CH:16][C:17]4[C:18]5[CH2:28][CH2:27][N:26](C(OC(C)(C)C)=O)[CH2:25][CH2:24][C:19]=5[N:20]([CH3:23])[C:21]=4[CH:22]=3)[C:10](=[O:36])[CH:9]=2)=[CH:4][CH:3]=1.[ClH:39]. (2) Given the product [Cl:1][C:2]1[CH:3]=[C:4]([CH3:14])[C:5]2[O:9][CH:10]=[CH:8][C:6]=2[CH:7]=1, predict the reactants needed to synthesize it. The reactants are: [Cl:1][C:2]1[CH:7]=[C:6]([CH3:8])[C:5]([O:9][CH2:10]C(O)=O)=[C:4]([CH:14]=O)[CH:3]=1.C([O-])(=O)C.[Na+].[OH-].[Na+]. (3) Given the product [Cl:28][CH2:15][C:13]1[CH:12]=[CH:11][C:8]2[CH2:9][CH2:10][N:4]([CH2:1][CH2:2][CH3:3])[CH2:5][CH2:6][C:7]=2[CH:14]=1, predict the reactants needed to synthesize it. The reactants are: [CH2:1]([N:4]1[CH2:10][CH2:9][C:8]2[CH:11]=[CH:12][C:13]([CH2:15]O)=[CH:14][C:7]=2[CH2:6][CH2:5]1)[CH2:2][CH3:3].C(N(CC)CC)C.CS([Cl:28])(=O)=O. (4) Given the product [OH:30][CH2:24][CH2:25][CH2:26][CH2:27][C:28]([N:21]1[CH2:22][CH2:23][N:18]([C:12]2[CH:17]=[CH:16][CH:15]=[CH:14][CH:13]=2)[CH2:19][CH2:20]1)=[O:29], predict the reactants needed to synthesize it. The reactants are: CCN(CC)CC.[Al+3].[Cl-].[Cl-].[Cl-].[C:12]1([N:18]2[CH2:23][CH2:22][NH:21][CH2:20][CH2:19]2)[CH:17]=[CH:16][CH:15]=[CH:14][CH:13]=1.[C:24]1(=[O:30])[O:29][CH2:28][CH2:27][CH2:26][CH2:25]1. (5) Given the product [N+:34]([C:21]1[CH:22]=[C:23]([C:24]([C:26]2[CH:27]=[CH:28][CH:29]=[CH:30][CH:31]=2)=[O:25])[CH:32]=[CH:33][C:20]=1[N:2]1[CH2:3][CH2:4][CH:5]([N:8]2[C:13]3[CH:14]=[CH:15][CH:16]=[CH:17][C:12]=3[CH2:11][O:10][C:9]2=[O:18])[CH2:6][CH2:7]1)([O-:36])=[O:35], predict the reactants needed to synthesize it. The reactants are: Cl.[NH:2]1[CH2:7][CH2:6][CH:5]([N:8]2[C:13]3[CH:14]=[CH:15][CH:16]=[CH:17][C:12]=3[CH2:11][O:10][C:9]2=[O:18])[CH2:4][CH2:3]1.Cl[C:20]1[CH:33]=[CH:32][C:23]([C:24]([C:26]2[CH:31]=[CH:30][CH:29]=[CH:28][CH:27]=2)=[O:25])=[CH:22][C:21]=1[N+:34]([O-:36])=[O:35]. (6) Given the product [CH3:1][O:2][C:3](=[O:31])[CH2:4][O:5][C:6]1[CH:15]=[CH:14][C:13]([F:16])=[C:12]2[C:7]=1[C:8]([O:27][CH:28]([F:30])[F:29])=[C:9]([CH2:19][C:20]1[CH:25]=[CH:24][C:23]([NH:38][C:37]([O:36][C:32]([CH3:35])([CH3:34])[CH3:33])=[O:39])=[CH:22][CH:21]=1)[C:10]([CH2:17][CH3:18])=[N:11]2, predict the reactants needed to synthesize it. The reactants are: [CH3:1][O:2][C:3](=[O:31])[CH2:4][O:5][C:6]1[CH:15]=[CH:14][C:13]([F:16])=[C:12]2[C:7]=1[C:8]([O:27][CH:28]([F:30])[F:29])=[C:9]([CH2:19][C:20]1[CH:25]=[CH:24][C:23](Br)=[CH:22][CH:21]=1)[C:10]([CH2:17][CH3:18])=[N:11]2.[C:32]([O:36][C:37](=[O:39])[NH2:38])([CH3:35])([CH3:34])[CH3:33].CC1(C)C2C(=C(P(C3C=CC=CC=3)C3C=CC=CC=3)C=CC=2)OC2C(P(C3C=CC=CC=3)C3C=CC=CC=3)=CC=CC1=2.C(=O)([O-])[O-].[Cs+].[Cs+].